From a dataset of Forward reaction prediction with 1.9M reactions from USPTO patents (1976-2016). Predict the product of the given reaction. (1) Given the reactants C(OC(N1CCN(C(C([NH:21][C:22]([C:24]2[CH:33]=[C:32]([O:34][CH3:35])[C:31]3[C:26](=[CH:27][CH:28]=[CH:29][CH:30]=3)[N:25]=2)=[O:23])CC2N=CNC=2)=O)CC1)=O)C.C(=O)([O-])[O-].[K+].[K+].[Na+].[I-], predict the reaction product. The product is: [NH2:21][C:22]([C:24]1[CH:33]=[C:32]([O:34][CH3:35])[C:31]2[C:26](=[CH:27][CH:28]=[CH:29][CH:30]=2)[N:25]=1)=[O:23]. (2) Given the reactants [CH3:1][O:2][C:3]1[CH:4]=[C:5]2[C:10](=[CH:11][C:12]=1[O:13][CH3:14])[N:9]=[CH:8][N:7]=[C:6]2[O:15][C:16]1[CH:22]=[CH:21][C:19]([NH2:20])=[CH:18][CH:17]=1.Cl[C:24](Cl)([O:26][C:27](=[O:33])OC(Cl)(Cl)Cl)Cl.[CH3:35][C:36](=C)[CH2:37]O.C(=O)(O)[O-].[Na+], predict the reaction product. The product is: [CH3:1][O:2][C:3]1[CH:4]=[C:5]2[C:10](=[CH:11][C:12]=1[O:13][CH3:14])[N:9]=[CH:8][N:7]=[C:6]2[O:15][C:16]1[CH:22]=[CH:21][C:19]([NH:20][C:27](=[O:33])[O:26][CH2:24][C:36]([CH3:37])=[CH2:35])=[CH:18][CH:17]=1. (3) The product is: [CH3:13][C:11]1([CH3:14])[CH2:10][C:9](=[O:15])[CH:8]=[C:7]([B:23]2[O:27][C:26]([CH3:29])([CH3:28])[C:25]([CH3:31])([CH3:30])[O:24]2)[CH2:12]1. Given the reactants FC(F)(F)S(O[C:7]1[CH2:12][C:11]([CH3:14])([CH3:13])[CH2:10][C:9](=[O:15])[CH:8]=1)(=O)=O.C([O-])(=O)C.[K+].[B:23]1([B:23]2[O:27][C:26]([CH3:29])([CH3:28])[C:25]([CH3:31])([CH3:30])[O:24]2)[O:27][C:26]([CH3:29])([CH3:28])[C:25]([CH3:31])([CH3:30])[O:24]1, predict the reaction product. (4) Given the reactants [C:1]([O:5][C:6](=[O:23])[N:7]([CH2:9][CH2:10][CH2:11][CH2:12][NH:13][CH2:14][C:15]1[C:20]([CH3:21])=[CH:19][C:18]([CH3:22])=[CH:17][N:16]=1)[CH3:8])([CH3:4])([CH3:3])[CH3:2].[C:24]1([CH:34]=O)[C:33]2[C:28](=[CH:29][CH:30]=[CH:31][CH:32]=2)[CH:27]=[CH:26][N:25]=1.[BH-](OC(C)=O)(OC(C)=O)OC(C)=O.[Na+], predict the reaction product. The product is: [C:1]([O:5][C:6](=[O:23])[N:7]([CH2:9][CH2:10][CH2:11][CH2:12][N:13]([CH2:14][C:15]1[C:20]([CH3:21])=[CH:19][C:18]([CH3:22])=[CH:17][N:16]=1)[CH2:34][C:24]1[C:33]2[C:28](=[CH:29][CH:30]=[CH:31][CH:32]=2)[CH:27]=[CH:26][N:25]=1)[CH3:8])([CH3:3])([CH3:2])[CH3:4]. (5) Given the reactants [NH2:1][C:2]1[CH:3]=[C:4]([C:9]2[CH:10]=[CH:11][C:12]3[O:18][CH2:17][CH2:16][N:15]([C:19]([O:21][C:22]([CH3:25])([CH3:24])[CH3:23])=[O:20])[CH2:14][C:13]=3[CH:26]=2)[CH:5]=[CH:6][C:7]=1[NH2:8].[CH2:27]([N:29]=[C:30]=S)[CH3:28].O.Cl.CN(C)CCCN=C=NCC, predict the reaction product. The product is: [CH2:27]([NH:29][C:30]1[NH:1][C:2]2[CH:3]=[C:4]([C:9]3[CH:10]=[CH:11][C:12]4[O:18][CH2:17][CH2:16][N:15]([C:19]([O:21][C:22]([CH3:23])([CH3:25])[CH3:24])=[O:20])[CH2:14][C:13]=4[CH:26]=3)[CH:5]=[CH:6][C:7]=2[N:8]=1)[CH3:28]. (6) Given the reactants [F:1][C:2]1[CH:7]=[CH:6][C:5]([C:8]2[C:9]([N:14]3[CH2:19][CH2:18][NH:17][CH2:16][CH2:15]3)=[N:10][CH:11]=[CH:12][N:13]=2)=[CH:4][CH:3]=1.[OH:20][CH2:21][CH2:22][CH2:23][N:24]1[CH:28]=[C:27]([CH:29]=O)[CH:26]=[N:25]1.C(O[BH-](OC(=O)C)OC(=O)C)(=O)C.[Na+].[Cl:45]CCCl, predict the reaction product. The product is: [ClH:45].[F:1][C:2]1[CH:7]=[CH:6][C:5]([C:8]2[C:9]([N:14]3[CH2:15][CH2:16][N:17]([CH2:29][C:27]4[CH:26]=[N:25][N:24]([CH2:23][CH2:22][CH2:21][OH:20])[CH:28]=4)[CH2:18][CH2:19]3)=[N:10][CH:11]=[CH:12][N:13]=2)=[CH:4][CH:3]=1. (7) Given the reactants [C:1]([O:5][C:6]([N:8]1[C:16]2[C:11](=[CH:12][CH:13]=[C:14](O)[CH:15]=2)[CH:10]=[C:9]1[C:18]1[C:19]2[S:32][C:31]([CH2:33][OH:34])=[CH:30][C:20]=2[N:21]([C:23]([O:25][C:26]([CH3:29])([CH3:28])[CH3:27])=[O:24])[N:22]=1)=[O:7])([CH3:4])([CH3:3])[CH3:2].[C:35](=[O:38])([O-])[O-].[Cs+].[Cs+].[Br:41][CH2:42][CH2:43]CBr, predict the reaction product. The product is: [C:1]([O:5][C:6]([N:8]1[C:16]2[C:11](=[CH:12][CH:13]=[CH:14][CH:15]=2)[C:10]([O:38][CH2:35][CH2:43][CH2:42][Br:41])=[C:9]1[C:18]1[C:19]2[S:32][C:31]([CH2:33][OH:34])=[CH:30][C:20]=2[N:21]([C:23]([O:25][C:26]([CH3:29])([CH3:27])[CH3:28])=[O:24])[N:22]=1)=[O:7])([CH3:4])([CH3:3])[CH3:2]. (8) The product is: [Cl:1][C:2]1[CH:3]=[CH:4][C:5]([CH2:6][C:7]2[S:8][CH:9]=[C:10]([CH:12]3[CH2:13][CH2:14][NH:15][CH2:16][CH2:17]3)[N:11]=2)=[CH:24][CH:25]=1. Given the reactants [Cl:1][C:2]1[CH:25]=[CH:24][C:5]([CH2:6][C:7]2[S:8][CH:9]=[C:10]([CH:12]3[CH2:17][CH2:16][N:15](C(OCC=C)=O)[CH2:14][CH2:13]3)[N:11]=2)=[CH:4][CH:3]=1.CC1(C)CC(=O)CC(=O)C1, predict the reaction product. (9) Given the reactants [CH3:1][N:2]([CH3:13])[C:3]1[CH:12]=[CH:11][CH:10]=[CH:9][C:4]=1[C:5](OC)=[O:6].[BH4-].[Na+], predict the reaction product. The product is: [CH3:1][N:2]([CH3:13])[C:3]1[CH:12]=[CH:11][CH:10]=[CH:9][C:4]=1[CH2:5][OH:6]. (10) Given the reactants [Cl:1][C:2]1[N:7]=[N:6][C:5]([NH2:8])=[C:4]([O:9][CH3:10])[CH:3]=1.[Cl:11][C:12]1[S:13][C:14]([Cl:21])=[CH:15][C:16]=1[S:17](Cl)(=[O:19])=[O:18].N1C=CC=CC=1.O, predict the reaction product. The product is: [Cl:11][C:12]1[S:13][C:14]([Cl:21])=[CH:15][C:16]=1[S:17]([NH:8][C:5]1[N:6]=[N:7][C:2]([Cl:1])=[CH:3][C:4]=1[O:9][CH3:10])(=[O:19])=[O:18].